The task is: Regression. Given two drug SMILES strings and cell line genomic features, predict the synergy score measuring deviation from expected non-interaction effect.. This data is from NCI-60 drug combinations with 297,098 pairs across 59 cell lines. Drug 1: CC1C(C(=O)NC(C(=O)N2CCCC2C(=O)N(CC(=O)N(C(C(=O)O1)C(C)C)C)C)C(C)C)NC(=O)C3=C4C(=C(C=C3)C)OC5=C(C(=O)C(=C(C5=N4)C(=O)NC6C(OC(=O)C(N(C(=O)CN(C(=O)C7CCCN7C(=O)C(NC6=O)C(C)C)C)C)C(C)C)C)N)C. Drug 2: C1CN(P(=O)(OC1)NCCCl)CCCl. Cell line: RXF 393. Synergy scores: CSS=17.4, Synergy_ZIP=-4.61, Synergy_Bliss=-0.354, Synergy_Loewe=-88.9, Synergy_HSA=0.134.